This data is from Catalyst prediction with 721,799 reactions and 888 catalyst types from USPTO. The task is: Predict which catalyst facilitates the given reaction. (1) Reactant: Br[C:2]1[C:7]([N+:8]([O-:10])=[O:9])=[CH:6][C:5]([Cl:11])=[CH:4][N:3]=1.[F:12][C:13]1[CH:18]=[CH:17][CH:16]=[CH:15][C:14]=1[OH:19].C([O-])([O-])=O.[K+].[K+]. Product: [Cl:11][C:5]1[CH:6]=[C:7]([N+:8]([O-:10])=[O:9])[C:2]([O:19][C:14]2[CH:15]=[CH:16][CH:17]=[CH:18][C:13]=2[F:12])=[N:3][CH:4]=1. The catalyst class is: 3. (2) The catalyst class is: 2. Reactant: [CH3:1][O:2][C:3](=[O:21])[CH:4]([NH2:20])[CH2:5][C:6]1[CH:7]=[N:8][C:9]([O:12][CH2:13][C:14]2[CH:19]=[CH:18][CH:17]=[CH:16][CH:15]=2)=[CH:10][CH:11]=1.[C:22](C1NC=CN=1)(C1NC=CN=1)=[O:23].[NH:34]1[CH2:39][CH2:38][CH:37]([N:40]2[CH2:49][C:48]3[C:43](=[CH:44][CH:45]=[CH:46][CH:47]=3)[NH:42][C:41]2=[O:50])[CH2:36][CH2:35]1. Product: [CH3:1][O:2][C:3](=[O:21])[CH:4]([NH:20][C:22]([N:34]1[CH2:35][CH2:36][CH:37]([N:40]2[CH2:49][C:48]3[C:43](=[CH:44][CH:45]=[CH:46][CH:47]=3)[NH:42][C:41]2=[O:50])[CH2:38][CH2:39]1)=[O:23])[CH2:5][C:6]1[CH:7]=[N:8][C:9]([O:12][CH2:13][C:14]2[CH:19]=[CH:18][CH:17]=[CH:16][CH:15]=2)=[CH:10][CH:11]=1. (3) Reactant: [CH2:1]([O:3][C:4](=[O:15])[CH2:5][C:6]([C:8]1[CH:13]=[CH:12][CH:11]=[C:10]([Cl:14])[CH:9]=1)=[O:7])[CH3:2].[H-].[Na+].Br[CH2:19][C:20]([C:22]1[CH:27]=[CH:26][CH:25]=[CH:24][CH:23]=1)=[O:21]. Product: [CH2:1]([O:3][C:4](=[O:15])[CH:5]([C:6](=[O:7])[C:8]1[CH:13]=[CH:12][CH:11]=[C:10]([Cl:14])[CH:9]=1)[CH2:19][C:20](=[O:21])[C:22]1[CH:27]=[CH:26][CH:25]=[CH:24][CH:23]=1)[CH3:2]. The catalyst class is: 1. (4) Reactant: Cl.[F:2][C:3]([F:9])([F:8])[CH2:4][CH2:5][NH:6][NH2:7].C(=O)([O-])[O-].[K+].[K+].[O:16]1[CH:20]=[CH:19][C:18]([C:21](=O)[CH:22]=[C:23](N(OC)C)[C:24]([O:26][CH2:27][CH3:28])=[O:25])=[N:17]1.Cl. Product: [O:16]1[CH:20]=[CH:19][C:18]([C:21]2[CH:22]=[C:23]([C:24]([O:26][CH2:27][CH3:28])=[O:25])[N:6]([CH2:5][CH2:4][C:3]([F:9])([F:8])[F:2])[N:7]=2)=[N:17]1. The catalyst class is: 40. (5) Reactant: N1CCC(N)CC1.[N+:8]([C:11]1[CH:24]=[CH:23][C:14]([CH2:15][N:16]2[CH2:21][CH2:20][CH:19]([NH2:22])[CH2:18][CH2:17]2)=[CH:13][CH:12]=1)([O-])=O. Product: [NH2:8][C:11]1[CH:12]=[CH:13][C:14]([CH2:15][N:16]2[CH2:17][CH2:18][CH:19]([NH2:22])[CH2:20][CH2:21]2)=[CH:23][CH:24]=1. The catalyst class is: 847. (6) The catalyst class is: 789. Product: [C:1]([O:5][C:6]([N:8]1[CH2:12][C:11](=[N:20][O:19][CH3:18])[CH2:10][C@H:9]1[C:14]([OH:16])=[O:15])=[O:7])([CH3:4])([CH3:3])[CH3:2]. Reactant: [C:1]([O:5][C:6]([N:8]1[CH2:12][C:11](=O)[CH2:10][C@H:9]1[C:14]([OH:16])=[O:15])=[O:7])([CH3:4])([CH3:3])[CH3:2].Cl.[CH3:18][O:19][NH2:20].C(N(CC)CC)C.